Dataset: Full USPTO retrosynthesis dataset with 1.9M reactions from patents (1976-2016). Task: Predict the reactants needed to synthesize the given product. (1) Given the product [Cl:21][C:22]1[CH:27]=[CH:26][C:25]([CH:28]([C:30]2[CH:31]=[CH:32][CH:33]=[CH:34][CH:35]=2)[NH:29][C:18](=[O:20])[CH2:17][C:14]2[CH:13]=[CH:12][C:11]([O:10][CH2:9][C:8]3[C:3]([CH3:2])=[N:4][CH:5]=[CH:6][CH:7]=3)=[CH:16][CH:15]=2)=[CH:24][C:23]=1[CH3:36], predict the reactants needed to synthesize it. The reactants are: Cl.[CH3:2][C:3]1[C:8]([CH2:9][O:10][C:11]2[CH:16]=[CH:15][C:14]([CH2:17][C:18]([OH:20])=O)=[CH:13][CH:12]=2)=[CH:7][CH:6]=[CH:5][N:4]=1.[Cl:21][C:22]1[CH:27]=[CH:26][C:25]([CH:28]([C:30]2[CH:35]=[CH:34][CH:33]=[CH:32][CH:31]=2)[NH2:29])=[CH:24][C:23]=1[CH3:36].C(Cl)CCl.C1C=CC2N(O)N=NC=2C=1.CCN(C(C)C)C(C)C. (2) Given the product [CH2:1]([C@@:5]1([CH2:28][CH3:29])[NH:11][C@@H:10]([C:12]2[CH:17]=[CH:16][CH:15]=[CH:14][CH:13]=2)[C:9]2[CH:18]=[C:19]([O:24][CH3:25])[C:20]([CH2:22][NH:30][CH:31]([CH2:32][C:33]([O:35][CH3:36])=[O:34])[CH2:37][C:38]([O:40][CH3:41])=[O:39])=[CH:21][C:8]=2[S:7](=[O:26])(=[O:27])[CH2:6]1)[CH2:2][CH2:3][CH3:4], predict the reactants needed to synthesize it. The reactants are: [CH2:1]([C@@:5]1([CH2:28][CH3:29])[NH:11][C@@H:10]([C:12]2[CH:17]=[CH:16][CH:15]=[CH:14][CH:13]=2)[C:9]2[CH:18]=[C:19]([O:24][CH3:25])[C:20]([CH:22]=O)=[CH:21][C:8]=2[S:7](=[O:27])(=[O:26])[CH2:6]1)[CH2:2][CH2:3][CH3:4].[NH2:30][CH:31]([CH2:37][C:38]([O:40][CH3:41])=[O:39])[CH2:32][C:33]([O:35][CH3:36])=[O:34].C(O)(=O)C.